This data is from Forward reaction prediction with 1.9M reactions from USPTO patents (1976-2016). The task is: Predict the product of the given reaction. (1) Given the reactants [Si:1]([O:8][CH2:9][C@H:10]1[CH2:19][C:18]2[C:13](=[CH:14][CH:15]=[CH:16][C:17]=2[CH:20]=[CH2:21])[C@H:12]([CH3:22])[N:11]1[C:23](=[O:33])[CH2:24][C:25]1[C:30]([Cl:31])=[CH:29][CH:28]=[CH:27][C:26]=1[Cl:32])([C:4]([CH3:7])([CH3:6])[CH3:5])([CH3:3])[CH3:2].[OH-:34].[Na+].OO, predict the reaction product. The product is: [Si:1]([O:8][CH2:9][C@H:10]1[CH2:19][C:18]2[C:13](=[CH:14][CH:15]=[CH:16][C:17]=2[CH:20]([OH:34])[CH3:21])[C@H:12]([CH3:22])[N:11]1[C:23](=[O:33])[CH2:24][C:25]1[C:30]([Cl:31])=[CH:29][CH:28]=[CH:27][C:26]=1[Cl:32])([C:4]([CH3:5])([CH3:6])[CH3:7])([CH3:3])[CH3:2]. (2) Given the reactants [CH:1]1([NH:6][C:7]2[N:12]3[N:13]=[C:14]([C:28]4[CH:29]=[C:30]([CH:33]=[CH:34][CH:35]=4)[C:31]#[N:32])[C:15]([C:16]4[CH:21]=[CH:20][N:19]=[C:18]([NH:22][CH:23]5[CH2:27][CH2:26][CH2:25][CH2:24]5)[N:17]=4)=[C:11]3[CH:10]=[CH:9][CH:8]=2)[CH2:5][CH2:4][CH2:3][CH2:2]1.[OH-:36].[NH4+].OO.O, predict the reaction product. The product is: [CH:1]1([NH:6][C:7]2[N:12]3[N:13]=[C:14]([C:28]4[CH:29]=[C:30]([CH:33]=[CH:34][CH:35]=4)[C:31]([NH2:32])=[O:36])[C:15]([C:16]4[CH:21]=[CH:20][N:19]=[C:18]([NH:22][CH:23]5[CH2:24][CH2:25][CH2:26][CH2:27]5)[N:17]=4)=[C:11]3[CH:10]=[CH:9][CH:8]=2)[CH2:2][CH2:3][CH2:4][CH2:5]1. (3) Given the reactants [Br:1][C:2]1[CH:3]=[C:4]2[C:9](=[C:10]([Br:12])[CH:11]=1)[N:8]=[C:7]([CH3:13])[CH:6]=[CH:5]2.[CH2:14]([O:16][P:17]([O-:21])[O:18][CH2:19][CH3:20])[CH3:15].CCN(CC)CC.C1C=CC(P(C2C=CC=CC=2)C2C=CC=CC=2)=CC=1, predict the reaction product. The product is: [Br:1][C:2]1[CH:3]=[C:4]2[C:9](=[C:10]([P:17](=[O:21])([O:18][CH2:19][CH3:20])[O:16][CH2:14][CH3:15])[CH:11]=1)[N:8]=[C:7]([CH3:13])[CH:6]=[CH:5]2.[Br:12][C:10]1[CH:11]=[C:2]([P:17](=[O:21])([O:18][CH2:19][CH3:20])[O:16][CH2:14][CH3:15])[CH:3]=[C:4]2[C:9]=1[N:8]=[C:7]([CH3:13])[CH:6]=[CH:5]2. (4) Given the reactants [CH3:1][O:2][CH2:3][CH2:4][CH2:5][N:6]1[C:11]2[CH:12]=[C:13]([CH2:16][O:17][CH:18]3[CH:23]([C:24]4[CH:29]=[CH:28][C:27]([O:30][C@H:31]5[CH2:35][CH2:34][NH:33][CH2:32]5)=[CH:26][CH:25]=4)[CH2:22][CH2:21][N:20]([C:36]([O:38][CH2:39][C:40]4[CH:45]=[CH:44][CH:43]=[CH:42][CH:41]=4)=[O:37])[CH2:19]3)[CH:14]=[CH:15][C:10]=2[O:9][CH2:8][C:7]1=[O:46].[C:47]1(=O)[CH2:52][CH2:51][CH2:50][CH2:49][CH2:48]1.C(O[BH-](OC(=O)C)OC(=O)C)(=O)C.[Na+], predict the reaction product. The product is: [CH:47]1([N:33]2[CH2:34][CH2:35][C@H:31]([O:30][C:27]3[CH:26]=[CH:25][C:24]([CH:23]4[CH2:22][CH2:21][N:20]([C:36]([O:38][CH2:39][C:40]5[CH:41]=[CH:42][CH:43]=[CH:44][CH:45]=5)=[O:37])[CH2:19][CH:18]4[O:17][CH2:16][C:13]4[CH:14]=[CH:15][C:10]5[O:9][CH2:8][C:7](=[O:46])[N:6]([CH2:5][CH2:4][CH2:3][O:2][CH3:1])[C:11]=5[CH:12]=4)=[CH:29][CH:28]=3)[CH2:32]2)[CH2:52][CH2:51][CH2:50][CH2:49][CH2:48]1. (5) Given the reactants C(N(CC)CC)C.[CH:8]1([C:12](Cl)=[O:13])[CH2:11][CH2:10][CH2:9]1.[CH3:15][C:16]1([CH3:42])[CH2:25][CH2:24][C:23]([CH3:27])([CH3:26])[C:22]2[CH:21]=[C:20]([C:28]3[O:32][C:31]([CH2:33][CH2:34][C:35]4[CH:40]=[CH:39][C:38]([NH2:41])=[CH:37][CH:36]=4)=[N:30][N:29]=3)[CH:19]=[CH:18][C:17]1=2, predict the reaction product. The product is: [CH3:15][C:16]1([CH3:42])[CH2:25][CH2:24][C:23]([CH3:26])([CH3:27])[C:22]2[CH:21]=[C:20]([C:28]3[O:32][C:31]([CH2:33][CH2:34][C:35]4[CH:36]=[CH:37][C:38]([NH:41][C:12]([CH:8]5[CH2:11][CH2:10][CH2:9]5)=[O:13])=[CH:39][CH:40]=4)=[N:30][N:29]=3)[CH:19]=[CH:18][C:17]1=2. (6) Given the reactants CN(C=O)C.[N:6]1([C:12]2[CH:13]=[C:14]3[C:18](=[CH:19][CH:20]=2)[CH:17]([NH:21][C:22](=[O:43])/[C:23](=[CH:28]/[C:29]2[CH:34]=[CH:33][C:32]([N:35]4[CH:39]=[C:38]([CH3:40])[N:37]=[CH:36]4)=[C:31]([O:41][CH3:42])[CH:30]=2)/[CH2:24][CH2:25][CH2:26]Cl)[CH2:16][CH2:15]3)[CH2:11][CH2:10][O:9][CH2:8][CH2:7]1.[H-].[Na+].O, predict the reaction product. The product is: [CH3:42][O:41][C:31]1[CH:30]=[C:29]([CH:34]=[CH:33][C:32]=1[N:35]1[CH:39]=[C:38]([CH3:40])[N:37]=[CH:36]1)/[CH:28]=[C:23]1/[C:22](=[O:43])[N:21]([CH:17]2[C:18]3[C:14](=[CH:13][C:12]([N:6]4[CH2:7][CH2:8][O:9][CH2:10][CH2:11]4)=[CH:20][CH:19]=3)[CH2:15][CH2:16]2)[CH2:26][CH2:25][CH2:24]/1.